Task: Predict the product of the given reaction.. Dataset: Forward reaction prediction with 1.9M reactions from USPTO patents (1976-2016) (1) Given the reactants [CH3:13][C:12]([O:11][C:9](O[C:9]([O:11][C:12]([CH3:15])([CH3:14])[CH3:13])=[O:10])=[O:10])([CH3:15])[CH3:14].Cl.[C:17]([CH:25]1[CH2:30][CH2:29][NH:28][CH2:27][CH2:26]1)(=[O:24])[C:18]1[CH:23]=[CH:22][CH:21]=[CH:20][CH:19]=1, predict the reaction product. The product is: [C:17]([CH:25]1[CH2:30][CH2:29][N:28]([C:9]([O:11][C:12]([CH3:13])([CH3:14])[CH3:15])=[O:10])[CH2:27][CH2:26]1)(=[O:24])[C:18]1[CH:23]=[CH:22][CH:21]=[CH:20][CH:19]=1. (2) Given the reactants F[C:2]1[CH:7]=[CH:6][C:5]([C:8]2[CH:13]=[CH:12][N+:11]([O-:14])=[CH:10][CH:9]=2)=[CH:4][C:3]=1[C:15]([F:18])([F:17])[F:16].[C:19](=O)([O-])[O-].[Cs+].[Cs+].C([C:28]1[CH:33]=[CH:32][CH:31]=[CH:30][C:29]=1[SH:34])(C)C.[CH3:35][C:36](N(C)C)=O, predict the reaction product. The product is: [CH:36]([C:4]1[C:3]([C:15]([F:18])([F:17])[F:16])=[C:2]([S:34][C:29]2[CH:30]=[CH:31][CH:32]=[CH:33][CH:28]=2)[CH:7]=[CH:6][C:5]=1[C:8]1[CH:13]=[CH:12][N+:11]([O-:14])=[CH:10][CH:9]=1)([CH3:35])[CH3:19]. (3) Given the reactants [N:1]1[CH:6]=[CH:5][CH:4]=[CH:3][C:2]=1[C@@H:7]1[CH2:11][CH2:10][C@@H:9]([N:12]2C(=O)C3=CC=CC=C3C2=O)[CH2:8]1, predict the reaction product. The product is: [N:1]1[CH:6]=[CH:5][CH:4]=[CH:3][C:2]=1[C@@H:7]1[CH2:11][CH2:10][C@@H:9]([NH2:12])[CH2:8]1.